From a dataset of Peptide-MHC class I binding affinity with 185,985 pairs from IEDB/IMGT. Regression. Given a peptide amino acid sequence and an MHC pseudo amino acid sequence, predict their binding affinity value. This is MHC class I binding data. (1) The peptide sequence is TSSVYIEV. The MHC is Mamu-A01 with pseudo-sequence Mamu-A01. The binding affinity (normalized) is 0.135. (2) The peptide sequence is SKLRALLTL. The MHC is HLA-B18:01 with pseudo-sequence HLA-B18:01. The binding affinity (normalized) is 0.0847. (3) The peptide sequence is VMCIQMKYV. The MHC is HLA-A26:01 with pseudo-sequence HLA-A26:01. The binding affinity (normalized) is 0.0847. (4) The peptide sequence is LAVFPAMFW. The MHC is HLA-A02:12 with pseudo-sequence HLA-A02:12. The binding affinity (normalized) is 0.0847. (5) The peptide sequence is ICGGTIDAY. The MHC is HLA-A23:01 with pseudo-sequence HLA-A23:01. The binding affinity (normalized) is 0.